From a dataset of Catalyst prediction with 721,799 reactions and 888 catalyst types from USPTO. Predict which catalyst facilitates the given reaction. (1) Reactant: [N+](C1C=C([N+]([O-])=O)C=CC=1[O-])([O-])=O.[NH2:14][N+:15]1[CH:20]=[CH:19][C:18]2[O:21][C:22]([CH3:24])=[CH:23][C:17]=2[CH:16]=1.C(=O)([O-])[O-].[K+].[K+].[C:31]([O:37][CH2:38][CH3:39])(=[O:36])[C:32]#[C:33][CH2:34][CH3:35]. Product: [CH2:34]([C:33]1[C:32]([C:31]([O:37][CH2:38][CH3:39])=[O:36])=[C:16]2[C:17]3[CH:23]=[C:22]([CH3:24])[O:21][C:18]=3[CH:19]=[CH:20][N:15]2[N:14]=1)[CH3:35]. The catalyst class is: 35. (2) Reactant: [H-].[Na+].[CH:3]1([CH2:8][OH:9])[CH2:7][CH2:6][CH2:5][CH2:4]1.Cl[C:11]1[C:16]([C:17]2[N:21]([CH2:22][CH:23]3[CH2:28][CH2:27][CH2:26][CH2:25][CH2:24]3)[C:20]3[CH:29]=[C:30]([F:34])[C:31]([F:33])=[CH:32][C:19]=3[N:18]=2)=[CH:15][CH:14]=[CH:13][N:12]=1. Product: [CH:23]1([CH2:22][N:21]2[C:20]3[CH:29]=[C:30]([F:34])[C:31]([F:33])=[CH:32][C:19]=3[N:18]=[C:17]2[C:16]2[C:11]([O:9][CH2:8][CH:3]3[CH2:7][CH2:6][CH2:5][CH2:4]3)=[N:12][CH:13]=[CH:14][CH:15]=2)[CH2:24][CH2:25][CH2:26][CH2:27][CH2:28]1. The catalyst class is: 9.